The task is: Predict which catalyst facilitates the given reaction.. This data is from Catalyst prediction with 721,799 reactions and 888 catalyst types from USPTO. (1) Reactant: [CH3:1][NH:2][CH3:3].[CH2:4]([O:8][CH2:9][CH:10]1[CH2:15][CH2:14][C:13](=O)[CH2:12][CH2:11]1)[C:5]#[C:6][CH3:7].Cl.[C-:18]#[N:19].[K+]. Product: [CH2:4]([O:8][CH2:9][CH:10]1[CH2:15][CH2:14][C:13]([N:2]([CH3:3])[CH3:1])([C:18]#[N:19])[CH2:12][CH2:11]1)[C:5]#[C:6][CH3:7]. The catalyst class is: 24. (2) Reactant: FC(F)(F)C(OC(=O)C(F)(F)F)=O.[C:14]([O:18][C:19]([N:21]1[CH2:26][CH2:25][CH:24]([C:27]2[O:45][C:30]3=[CH:31][N:32]=[C:33]([C:35]4[CH:40]=[CH:39][C:38]([C:41]([NH2:43])=O)=[CH:37][C:36]=4[F:44])[CH:34]=[C:29]3[CH:28]=2)[CH2:23][CH2:22]1)=[O:20])([CH3:17])([CH3:16])[CH3:15].C(N(CC)CC)C.C([O-])(O)=O.[Na+]. Product: [C:14]([O:18][C:19]([N:21]1[CH2:22][CH2:23][CH:24]([C:27]2[O:45][C:30]3=[CH:31][N:32]=[C:33]([C:35]4[CH:40]=[CH:39][C:38]([C:41]#[N:43])=[CH:37][C:36]=4[F:44])[CH:34]=[C:29]3[CH:28]=2)[CH2:25][CH2:26]1)=[O:20])([CH3:17])([CH3:15])[CH3:16]. The catalyst class is: 4.